Dataset: Reaction yield outcomes from USPTO patents with 853,638 reactions. Task: Predict the reaction yield, written as a fraction of the theoretical maximum amount of product (1.0 means a 100% yield; for example, 0.34 means a 34% yield). (1) The reactants are I[C:2]1[CH:23]=[CH:22][C:5]([C:6]([NH:8][S:9]([C:12]2[CH:17]=[CH:16][CH:15]=[CH:14][C:13]=2[S:18](=[O:21])(=[O:20])[NH2:19])(=[O:11])=[O:10])=[O:7])=[C:4]([C:24]([F:27])([F:26])[F:25])[CH:3]=1.[CH3:28][C:29]([CH3:33])([CH3:32])[C:30]#[CH:31]. No catalyst specified. The product is [CH3:28][C:29]([CH3:33])([CH3:32])[C:30]#[C:31][C:2]1[CH:23]=[CH:22][C:5]([C:6]([NH:8][S:9]([C:12]2[CH:17]=[CH:16][CH:15]=[CH:14][C:13]=2[S:18](=[O:21])(=[O:20])[NH2:19])(=[O:10])=[O:11])=[O:7])=[C:4]([C:24]([F:25])([F:26])[F:27])[CH:3]=1. The yield is 0.220. (2) The reactants are [OH2:1].[C:2]1([CH3:12])[CH:7]=[CH:6][C:5](S(O)(=O)=O)=[CH:4][CH:3]=1.[CH:13]([O:20]CC)([O:17][CH2:18][CH3:19])OCC.[CH2:23]([OH:25])[CH3:24]. The catalyst is C(OCC)(=O)C. The product is [CH2:23]([O:25][C:12]([C@H:2]1[CH2:7][CH2:6][CH2:5][C@@H:4]([C:13]([O:17][CH2:18][CH3:19])=[O:20])[CH2:3]1)=[O:1])[CH3:24]. The yield is 0.877. (3) The reactants are [NH2:1][CH2:2][C@H:3]1[CH2:7][CH2:6][N:5]([CH2:8][CH:9]([C:14]2[C:15]([F:26])=[CH:16][CH:17]=[C:18]3[C:23]=2[N:22]=[C:21]([O:24][CH3:25])[CH:20]=[CH:19]3)[C:10]([O:12][CH3:13])=[O:11])[CH2:4]1.C(N(CC)CC)C.[C:34](O[C:34]([O:36][C:37]([CH3:40])([CH3:39])[CH3:38])=[O:35])([O:36][C:37]([CH3:40])([CH3:39])[CH3:38])=[O:35].O. The catalyst is C(Cl)Cl. The product is [CH3:38][C:37]([O:36][C:34]([NH:1][CH2:2][C@H:3]1[CH2:7][CH2:6][N:5]([CH2:8][CH:9]([C:14]2[C:15]([F:26])=[CH:16][CH:17]=[C:18]3[C:23]=2[N:22]=[C:21]([O:24][CH3:25])[CH:20]=[CH:19]3)[C:10]([O:12][CH3:13])=[O:11])[CH2:4]1)=[O:35])([CH3:40])[CH3:39]. The yield is 0.870. (4) The reactants are [CH3:1][C:2]([CH3:34])([CH3:33])[CH2:3][C:4]([NH:6][C:7]1[C:8]([CH3:32])=[C:9]([CH3:31])[C:10]2[O:14][CH2:13][CH:12]([C:15]3[CH:20]=[CH:19][C:18]([CH:21]([CH3:28])[CH2:22][C:23](OCC)=[O:24])=[CH:17][CH:16]=3)[C:11]=2[C:29]=1[CH3:30])=[O:5]. The catalyst is C(OCC)(=O)C.CCCCCC. The product is [OH:24][CH2:23][CH2:22][CH:21]([C:18]1[CH:19]=[CH:20][C:15]([CH:12]2[C:11]3[C:29]([CH3:30])=[C:7]([NH:6][C:4](=[O:5])[CH2:3][C:2]([CH3:33])([CH3:1])[CH3:34])[C:8]([CH3:32])=[C:9]([CH3:31])[C:10]=3[O:14][CH2:13]2)=[CH:16][CH:17]=1)[CH3:28]. The yield is 0.850. (5) The reactants are [CH2:1]([C:4]1[N:12]=[C:11]([O:13][CH3:14])[C:10]([NH:15][C:16]([N:18]2[CH2:23][CH2:22][N:21]([C:24]3[CH:29]=[C:28]([CH3:30])[CH:27]=[C:26]([CH3:31])[CH:25]=3)[CH2:20][CH2:19]2)=[O:17])=[CH:9][C:5]=1[C:6](O)=[O:7])[CH2:2][CH3:3].[CH:32]1[C:45]2[C:36](=[N:37][C:38]3[C:43]([C:44]=2[NH:46][C:47]2[CH:48]=[C:49]([NH:55][C:56](=[O:60])[CH:57]([NH2:59])[CH3:58])[CH:50]=[C:51]([CH2:53][OH:54])[CH:52]=2)=[CH:42][CH:41]=[CH:40][CH:39]=3)[CH:35]=[CH:34][CH:33]=1. No catalyst specified. The product is [CH:42]1[C:43]2[C:38](=[N:37][C:36]3[C:45]([C:44]=2[NH:46][C:47]2[CH:48]=[C:49]([NH:55][C:56]([CH:57]([NH:59][C:6]([C:5]4[CH:9]=[C:10]([NH:15][C:16]([N:18]5[CH2:23][CH2:22][N:21]([C:24]6[CH:25]=[C:26]([CH3:31])[CH:27]=[C:28]([CH3:30])[CH:29]=6)[CH2:20][CH2:19]5)=[O:17])[C:11]([O:13][CH3:14])=[N:12][C:4]=4[CH2:1][CH2:2][CH3:3])=[O:7])[CH3:58])=[O:60])[CH:50]=[C:51]([CH2:53][OH:54])[CH:52]=2)=[CH:32][CH:33]=[CH:34][CH:35]=3)[CH:39]=[CH:40][CH:41]=1. The yield is 0.423.